This data is from Peptide-MHC class I binding affinity with 185,985 pairs from IEDB/IMGT. The task is: Regression. Given a peptide amino acid sequence and an MHC pseudo amino acid sequence, predict their binding affinity value. This is MHC class I binding data. (1) The peptide sequence is RELLKSLSGL. The MHC is HLA-B44:03 with pseudo-sequence HLA-B44:03. The binding affinity (normalized) is 0.0702. (2) The peptide sequence is TLVDLCFWS. The binding affinity (normalized) is 0.421. The MHC is HLA-A02:03 with pseudo-sequence HLA-A02:03. (3) The peptide sequence is GQSTSRHKK. The MHC is HLA-A11:01 with pseudo-sequence HLA-A11:01. The binding affinity (normalized) is 0.498. (4) The peptide sequence is KRWGFRSGV. The MHC is HLA-A80:01 with pseudo-sequence HLA-A80:01. The binding affinity (normalized) is 0.0847. (5) The peptide sequence is AVYGNITHK. The MHC is HLA-A11:01 with pseudo-sequence HLA-A11:01. The binding affinity (normalized) is 0.656. (6) The peptide sequence is RTFGCSWEF. The MHC is HLA-A02:01 with pseudo-sequence HLA-A02:01. The binding affinity (normalized) is 0.0847. (7) The peptide sequence is YVDRFYKTL. The binding affinity (normalized) is 0. The MHC is HLA-B40:02 with pseudo-sequence HLA-B40:02.